Dataset: Reaction yield outcomes from USPTO patents with 853,638 reactions. Task: Predict the reaction yield, written as a fraction of the theoretical maximum amount of product (1.0 means a 100% yield; for example, 0.34 means a 34% yield). (1) The reactants are [CH3:1][O:2][C:3]([C:5]1[C:13]2[C:8](=[N:9][CH:10]=[C:11]([Br:14])[CH:12]=2)[NH:7][CH:6]=1)=[O:4].[C:15]1([S:21](Cl)(=[O:23])=[O:22])[CH:20]=[CH:19][CH:18]=[CH:17][CH:16]=1.C(N(CC)CC)C. The catalyst is C1COCC1.C(=O)([O-])[O-].[Na+].[Na+]. The product is [CH3:1][O:2][C:3]([C:5]1[C:13]2[C:8](=[N:9][CH:10]=[C:11]([Br:14])[CH:12]=2)[N:7]([S:21]([C:15]2[CH:20]=[CH:19][CH:18]=[CH:17][CH:16]=2)(=[O:23])=[O:22])[CH:6]=1)=[O:4]. The yield is 0.880. (2) The reactants are [F:1][C:2]1[CH:3]=[C:4]([CH:9]2[CH2:14][C:13](=[O:15])[CH2:12][CH2:11][N:10]2[C:16]([N:18]2[CH2:24][C:23]3[CH:25]=[C:26]([C:29]4[CH:30]=[CH:31][C:32]5[N:36]=[C:35]([NH:37]C(=O)OCC6C=CC=CC=6)[NH:34][C:33]=5[CH:48]=4)[CH:27]=[CH:28][C:22]=3[O:21][CH2:20][CH2:19]2)=[O:17])[CH:5]=[CH:6][C:7]=1[F:8]. The catalyst is C(O)(=O)C.[Pd]. The product is [NH2:37][C:35]1[NH:34][C:33]2[CH:48]=[C:29]([C:26]3[CH:27]=[CH:28][C:22]4[O:21][CH2:20][CH2:19][N:18]([C:16]([N:10]5[CH2:11][CH2:12][C:13](=[O:15])[CH2:14][CH:9]5[C:4]5[CH:5]=[CH:6][C:7]([F:8])=[C:2]([F:1])[CH:3]=5)=[O:17])[CH2:24][C:23]=4[CH:25]=3)[CH:30]=[CH:31][C:32]=2[N:36]=1. The yield is 0.0800.